From a dataset of Peptide-MHC class I binding affinity with 185,985 pairs from IEDB/IMGT. Regression. Given a peptide amino acid sequence and an MHC pseudo amino acid sequence, predict their binding affinity value. This is MHC class I binding data. (1) The MHC is HLA-A02:01 with pseudo-sequence HLA-A02:01. The peptide sequence is SMPPPGTRV. The binding affinity (normalized) is 0.524. (2) The peptide sequence is LLSAWILTA. The MHC is HLA-A33:01 with pseudo-sequence HLA-A33:01. The binding affinity (normalized) is 0. (3) The peptide sequence is LIDVLKTRL. The MHC is HLA-A33:01 with pseudo-sequence HLA-A33:01. The binding affinity (normalized) is 0.0395. (4) The peptide sequence is AALLNVFLI. The MHC is H-2-Db with pseudo-sequence H-2-Db. The binding affinity (normalized) is 1.00. (5) The peptide sequence is GINNVQSLIK. The MHC is HLA-A31:01 with pseudo-sequence HLA-A31:01. The binding affinity (normalized) is 0.105. (6) The peptide sequence is TCSRVIFPL. The MHC is Mamu-B1001 with pseudo-sequence Mamu-B1001. The binding affinity (normalized) is 0.179. (7) The MHC is HLA-B45:01 with pseudo-sequence HLA-B45:01. The binding affinity (normalized) is 0. The peptide sequence is PIQKETWDTW. (8) The peptide sequence is ARLFGIRAK. The MHC is Mamu-B08 with pseudo-sequence Mamu-B08. The binding affinity (normalized) is 0.825. (9) The peptide sequence is LNLGNLADI. The MHC is H-2-Db with pseudo-sequence H-2-Db. The binding affinity (normalized) is 0.421. (10) The peptide sequence is AEPPFGDSYV. The MHC is HLA-B44:03 with pseudo-sequence HLA-B44:03. The binding affinity (normalized) is 0.278.